This data is from Catalyst prediction with 721,799 reactions and 888 catalyst types from USPTO. The task is: Predict which catalyst facilitates the given reaction. (1) Reactant: CC(OI1(OC(C)=O)(OC(C)=O)OC(=O)C2C1=CC=CC=2)=O.[C:23]([Si:27]([C:62]1[CH:67]=[CH:66][CH:65]=[CH:64][CH:63]=1)([C:56]1[CH:61]=[CH:60][CH:59]=[CH:58][CH:57]=1)[O:28][CH:29]1[CH2:33][CH2:32][CH:31]([OH:34])[CH:30]1[CH2:35][O:36][C:37]([C:50]1[CH:55]=[CH:54][CH:53]=[CH:52][CH:51]=1)([C:44]1[CH:49]=[CH:48][CH:47]=[CH:46][CH:45]=1)[C:38]1[CH:43]=[CH:42][CH:41]=[CH:40][CH:39]=1)([CH3:26])([CH3:25])[CH3:24]. Product: [C:23]([Si:27]([C:56]1[CH:57]=[CH:58][CH:59]=[CH:60][CH:61]=1)([C:62]1[CH:67]=[CH:66][CH:65]=[CH:64][CH:63]=1)[O:28][CH:29]1[CH2:33][CH2:32][C:31](=[O:34])[CH:30]1[CH2:35][O:36][C:37]([C:44]1[CH:45]=[CH:46][CH:47]=[CH:48][CH:49]=1)([C:50]1[CH:51]=[CH:52][CH:53]=[CH:54][CH:55]=1)[C:38]1[CH:43]=[CH:42][CH:41]=[CH:40][CH:39]=1)([CH3:26])([CH3:24])[CH3:25]. The catalyst class is: 4. (2) Reactant: [ClH:1].C(OC(=O)[NH:8][CH:9]1[CH2:14][CH2:13][CH:12]([C:15]([N:17]2[CH2:22][CH2:21][O:20][CH2:19][CH2:18]2)=[O:16])[CH2:11][CH2:10]1)(C)(C)C. Product: [ClH:1].[NH2:8][CH:9]1[CH2:14][CH2:13][CH:12]([C:15]([N:17]2[CH2:18][CH2:19][O:20][CH2:21][CH2:22]2)=[O:16])[CH2:11][CH2:10]1. The catalyst class is: 5. (3) Reactant: [NH2:1][C:2]1[N:6]([C@@H:7]2[O:19][C@H:18]([CH2:20][O:21][C:22](=[O:24])[CH3:23])[C@@H:13]([O:14][C:15](=[O:17])[CH3:16])[C@H:8]2[O:9][C:10](=[O:12])[CH3:11])[C:5]2[CH:25]=[CH:26][CH:27]=[CH:28][C:4]=2[N:3]=1.[Cl:29][CH2:30][CH2:31][CH2:32][O:33][C:34]1[CH:35]=[C:36]([CH:39]=[CH:40][C:41]=1[O:42][CH2:43][CH3:44])[CH:37]=O.C(O[BH-](OC(=O)C)OC(=O)C)(=O)C.[Na+].O. Product: [Cl:29][CH2:30][CH2:31][CH2:32][O:33][C:34]1[CH:35]=[C:36]([CH:39]=[CH:40][C:41]=1[O:42][CH2:43][CH3:44])[CH2:37][NH:1][C:2]1[N:6]([C@@H:7]2[O:19][C@H:18]([CH2:20][O:21][C:22](=[O:24])[CH3:23])[C@@H:13]([O:14][C:15](=[O:17])[CH3:16])[C@H:8]2[O:9][C:10](=[O:12])[CH3:11])[C:5]2[CH:25]=[CH:26][CH:27]=[CH:28][C:4]=2[N:3]=1. The catalyst class is: 7. (4) Reactant: [Br:1][C:2]1[CH:7]=[CH:6][C:5]([C@@H:8](Cl)[CH2:9][N:10]2[CH2:15][CH2:14][O:13][CH2:12][CH2:11]2)=[CH:4][CH:3]=1.[CH3:17][NH2:18]. Product: [Br:1][C:2]1[CH:7]=[CH:6][C:5]([C@@H:8]([NH:18][CH3:17])[CH2:9][N:10]2[CH2:15][CH2:14][O:13][CH2:12][CH2:11]2)=[CH:4][CH:3]=1. The catalyst class is: 14. (5) Product: [Cl:15][C:16]1[N:21]=[C:20]([NH:7][C:4]2[CH:3]=[C:2]([CH3:1])[NH:6][N:5]=2)[C:19]([Cl:23])=[CH:18][N:17]=1. The catalyst class is: 14. Reactant: [CH3:1][C:2]1[NH:6][N:5]=[C:4]([NH2:7])[CH:3]=1.C(N(CC)CC)C.[Cl:15][C:16]1[N:21]=[C:20](Cl)[C:19]([Cl:23])=[CH:18][N:17]=1.